From a dataset of Peptide-MHC class II binding affinity with 134,281 pairs from IEDB. Regression. Given a peptide amino acid sequence and an MHC pseudo amino acid sequence, predict their binding affinity value. This is MHC class II binding data. (1) The peptide sequence is SHIMSVLDMGQGILH. The MHC is H-2-IAb with pseudo-sequence H-2-IAb. The binding affinity (normalized) is 0.105. (2) The binding affinity (normalized) is 0.205. The peptide sequence is IDPFQLGLLVVFLATQEV. The MHC is DRB1_1101 with pseudo-sequence DRB1_1101. (3) The MHC is DRB3_0202 with pseudo-sequence DRB3_0202. The binding affinity (normalized) is 0. The peptide sequence is HRDNIEDDLLNRNNT. (4) The peptide sequence is LRYRYGLFKQRIAKE. The MHC is HLA-DQA10401-DQB10402 with pseudo-sequence HLA-DQA10401-DQB10402. The binding affinity (normalized) is 0.0628. (5) The peptide sequence is EYIMKGVYINTALLN. The MHC is DRB1_1101 with pseudo-sequence DRB1_1101. The binding affinity (normalized) is 0.269.